Dataset: NCI-60 drug combinations with 297,098 pairs across 59 cell lines. Task: Regression. Given two drug SMILES strings and cell line genomic features, predict the synergy score measuring deviation from expected non-interaction effect. (1) Drug 1: CC1=C2C(C(=O)C3(C(CC4C(C3C(C(C2(C)C)(CC1OC(=O)C(C(C5=CC=CC=C5)NC(=O)OC(C)(C)C)O)O)OC(=O)C6=CC=CC=C6)(CO4)OC(=O)C)O)C)O. Drug 2: CCC1=C2CN3C(=CC4=C(C3=O)COC(=O)C4(CC)O)C2=NC5=C1C=C(C=C5)O. Cell line: SF-295. Synergy scores: CSS=30.6, Synergy_ZIP=-2.36, Synergy_Bliss=-1.34, Synergy_Loewe=-16.3, Synergy_HSA=0.589. (2) Drug 1: CCC1(CC2CC(C3=C(CCN(C2)C1)C4=CC=CC=C4N3)(C5=C(C=C6C(=C5)C78CCN9C7C(C=CC9)(C(C(C8N6C)(C(=O)OC)O)OC(=O)C)CC)OC)C(=O)OC)O.OS(=O)(=O)O. Drug 2: CCCCC(=O)OCC(=O)C1(CC(C2=C(C1)C(=C3C(=C2O)C(=O)C4=C(C3=O)C=CC=C4OC)O)OC5CC(C(C(O5)C)O)NC(=O)C(F)(F)F)O. Cell line: EKVX. Synergy scores: CSS=5.23, Synergy_ZIP=-6.70, Synergy_Bliss=1.04, Synergy_Loewe=-1.16, Synergy_HSA=-0.824.